Regression/Classification. Given a drug SMILES string, predict its absorption, distribution, metabolism, or excretion properties. Task type varies by dataset: regression for continuous measurements (e.g., permeability, clearance, half-life) or binary classification for categorical outcomes (e.g., BBB penetration, CYP inhibition). Dataset: cyp2c19_veith. From a dataset of CYP2C19 inhibition data for predicting drug metabolism from PubChem BioAssay. (1) The compound is CCOC(=O)c1cnc2cc(-c3ccc(C)cc3)nn2c1-c1ccccc1. The result is 1 (inhibitor). (2) The drug is COc1ccc(Oc2nc(SC)nc3ccsc23)cc1. The result is 1 (inhibitor). (3) The compound is O=C(c1cccc(F)c1)N1CCC2(CC1)CCN(c1ccccc1)CC2. The result is 0 (non-inhibitor). (4) The drug is Clc1ccc2c(c1)C(c1cccs1)=NNC(c1cccnc1)=N2. The result is 1 (inhibitor). (5) The drug is Cc1cc(=O)[nH]c(/N=C(\N)Nc2ccc(Cl)cc2)n1. The result is 0 (non-inhibitor).